From a dataset of Reaction yield outcomes from USPTO patents with 853,638 reactions. Predict the reaction yield, written as a fraction of the theoretical maximum amount of product (1.0 means a 100% yield; for example, 0.34 means a 34% yield). (1) The reactants are FC([C:4]([O:10][C:11]([C:14]([C:17]([C:20](F)=[O:21])([F:19])[F:18])([F:16])[F:15])([F:13])[F:12])([C:6]([F:9])([F:8])[F:7])[F:5])=O.FC(F)(C(F)(F)C(F)=O)C(F)=[O:26].C(=O)([O-])[O-].[Na+].[Na+].C(=O)=O.S(=O)(=O)(O)O.[OH-].[Na+]. The catalyst is COCCOCCOC.O. The product is [C:6]([CH:4]([O:10][C:11]([C:14]([C:17]([C:20]([OH:26])=[O:21])([F:19])[F:18])([F:15])[F:16])([F:13])[F:12])[F:5])([F:9])([F:7])[F:8]. The yield is 0.950. (2) The reactants are Cl[C:2]([O:4][C:5]1[CH:10]=[CH:9][C:8]([N+:11]([O-:13])=[O:12])=[CH:7][CH:6]=1)=[O:3].[CH3:14][N:15]1[CH2:20][CH2:19][N:18]([CH2:21][CH2:22][OH:23])[CH2:17][CH2:16]1.CN1CCOCC1. The catalyst is C(Cl)Cl. The product is [C:2](=[O:3])([O:4][C:5]1[CH:6]=[CH:7][C:8]([N+:11]([O-:13])=[O:12])=[CH:9][CH:10]=1)[O:23][CH2:22][CH2:21][N:18]1[CH2:19][CH2:20][N:15]([CH3:14])[CH2:16][CH2:17]1. The yield is 0.710.